Dataset: Full USPTO retrosynthesis dataset with 1.9M reactions from patents (1976-2016). Task: Predict the reactants needed to synthesize the given product. (1) Given the product [CH2:13]([C:20]1[C:25](=[O:26])[N:24]([CH2:27][C:28]2[CH:33]=[CH:32][C:31]([C:34]3[CH:39]=[CH:38][CH:37]=[CH:36][C:35]=3[C:40]3[NH:3][C:4](=[O:7])[O:5][N:41]=3)=[CH:30][CH:29]=2)[C:23]([CH2:42][CH2:43][CH3:44])=[N:22][C:21]=1[CH3:45])[C:14]1[CH:15]=[CH:16][CH:17]=[CH:18][CH:19]=1, predict the reactants needed to synthesize it. The reactants are: [Cl-].O[NH3+:3].[C:4](=[O:7])([O-])[OH:5].[Na+].CS(C)=O.[CH2:13]([C:20]1[C:25](=[O:26])[N:24]([CH2:27][C:28]2[CH:33]=[CH:32][C:31]([C:34]3[C:35]([C:40]#[N:41])=[CH:36][CH:37]=[CH:38][CH:39]=3)=[CH:30][CH:29]=2)[C:23]([CH2:42][CH2:43][CH3:44])=[N:22][C:21]=1[CH3:45])[C:14]1[CH:19]=[CH:18][CH:17]=[CH:16][CH:15]=1. (2) The reactants are: [NH2:1][C:2]1[N:7]=[C:6]([CH2:8][C:9]2[C:14]([Cl:15])=[CH:13][CH:12]=[CH:11][C:10]=2[Cl:16])[N:5]=[C:4]([NH:17][C:18]2[CH:25]=[CH:24][C:21]([C:22]#[N:23])=[CH:20][CH:19]=2)[N:3]=1.CO[CH:28](OC)[N:29]([CH3:31])[CH3:30]. Given the product [Cl:16][C:10]1[CH:11]=[CH:12][CH:13]=[C:14]([Cl:15])[C:9]=1[CH2:8][C:6]1[N:7]=[C:2]([N:1]=[CH:28][N:29]([CH3:31])[CH3:30])[N:3]=[C:4]([NH:17][C:18]2[CH:19]=[CH:20][C:21]([C:22]#[N:23])=[CH:24][CH:25]=2)[N:5]=1, predict the reactants needed to synthesize it. (3) Given the product [F:1][C:2]1[CH:7]=[C:6]([C:8]2[CH:9]=[C:10]3[C:16]([C:17]4[CH:18]=[N:19][N:20]([CH2:22][C:23]5[CH:28]=[CH:27][CH:26]=[C:25]([F:29])[CH:24]=5)[CH:21]=4)=[CH:15][N:14]([S:30]([C:33]4[CH:34]=[CH:35][C:36]([CH3:37])=[CH:38][CH:39]=4)(=[O:32])=[O:31])[C:11]3=[N:12][CH:13]=2)[CH:5]=[CH:4][C:3]=1[N:40]1[CH2:41][CH2:42][NH:43][CH2:44][CH2:45]1, predict the reactants needed to synthesize it. The reactants are: [F:1][C:2]1[CH:7]=[C:6]([C:8]2[CH:9]=[C:10]3[C:16]([C:17]4[CH:18]=[N:19][N:20]([CH2:22][C:23]5[CH:28]=[CH:27][CH:26]=[C:25]([F:29])[CH:24]=5)[CH:21]=4)=[CH:15][N:14]([S:30]([C:33]4[CH:39]=[CH:38][C:36]([CH3:37])=[CH:35][CH:34]=4)(=[O:32])=[O:31])[C:11]3=[N:12][CH:13]=2)[CH:5]=[CH:4][C:3]=1[N:40]1[CH2:45][CH2:44][N:43](C(OC(C)(C)C)=O)[CH2:42][CH2:41]1. (4) Given the product [ClH:1].[ClH:1].[ClH:1].[CH2:26]([CH:28]([N:31]1[CH2:36][CH2:35][N:34]([CH2:2][C:3]2[CH:8]=[CH:7][C:6]([C:9]3[O:13][N:12]=[C:11]([CH2:14][CH:15]4[CH2:20][CH2:19][N:18]([CH:21]([CH2:24][CH3:25])[CH2:22][CH3:23])[CH2:17][CH2:16]4)[N:10]=3)=[CH:5][CH:4]=2)[CH2:33][CH2:32]1)[CH2:29][CH3:30])[CH3:27], predict the reactants needed to synthesize it. The reactants are: [Cl:1][CH2:2][C:3]1[CH:8]=[CH:7][C:6]([C:9]2[O:13][N:12]=[C:11]([CH2:14][CH:15]3[CH2:20][CH2:19][N:18]([CH:21]([CH2:24][CH3:25])[CH2:22][CH3:23])[CH2:17][CH2:16]3)[N:10]=2)=[CH:5][CH:4]=1.[CH2:26]([CH:28]([N:31]1[CH2:36][CH2:35][NH:34][CH2:33][CH2:32]1)[CH2:29][CH3:30])[CH3:27]. (5) Given the product [OH:10][C:11]1[C:23]([C:24]([F:26])([F:27])[F:25])=[CH:22][CH:21]=[C:20]([CH2:28][O:29][C:30]2[CH:35]=[CH:34][C:33]([C:36]3[CH:41]=[CH:40][C:39]([C:42]([C:47]([O:49][CH2:50][CH:51]=[CH2:52])=[O:48])=[CH:43][N:44]([CH3:45])[CH3:46])=[C:38]([F:53])[CH:37]=3)=[CH:32][CH:31]=2)[C:12]=1[C:13]([O:15][C:16]([CH3:17])([CH3:19])[CH3:18])=[O:14], predict the reactants needed to synthesize it. The reactants are: N1CCOCC1.C([O:10][C:11]1[C:23]([C:24]([F:27])([F:26])[F:25])=[CH:22][CH:21]=[C:20]([CH2:28][O:29][C:30]2[CH:35]=[CH:34][C:33]([C:36]3[CH:41]=[CH:40][C:39]([C:42]([C:47]([O:49][CH2:50][CH:51]=[CH2:52])=[O:48])=[CH:43][N:44]([CH3:46])[CH3:45])=[C:38]([F:53])[CH:37]=3)=[CH:32][CH:31]=2)[C:12]=1[C:13]([O:15][C:16]([CH3:19])([CH3:18])[CH3:17])=[O:14])C=C.O. (6) Given the product [CH2:35]([O:42][C@@H:43]1[C@@H:49]([O:50][CH2:51][C:52]2[CH:57]=[CH:56][CH:55]=[CH:54][CH:53]=2)[C@H:48]([O:58][CH2:59][C:60]2[CH:61]=[CH:62][CH:63]=[CH:64][CH:65]=2)[C@@H:47]([CH2:66][O:67][CH2:68][C:69]2[CH:70]=[CH:71][CH:72]=[CH:73][CH:74]=2)[O:46][C:44]1([C:10]1[CH:11]=[C:12]([CH2:16][C:17]2[CH:18]=[CH:19][C:20]([CH2:23][CH2:24][O:25][CH2:26][O:27][CH3:28])=[CH:21][CH:22]=2)[C:13]([Cl:15])=[CH:14][C:9]=1[O:8][CH2:1][C:2]1[CH:7]=[CH:6][CH:5]=[CH:4][CH:3]=1)[OH:45])[C:36]1[CH:37]=[CH:38][CH:39]=[CH:40][CH:41]=1, predict the reactants needed to synthesize it. The reactants are: [CH2:1]([O:8][C:9]1[CH:14]=[C:13]([Cl:15])[C:12]([CH2:16][C:17]2[CH:22]=[CH:21][C:20]([CH2:23][CH2:24][O:25][CH2:26][O:27][CH3:28])=[CH:19][CH:18]=2)=[CH:11][C:10]=1Br)[C:2]1[CH:7]=[CH:6][CH:5]=[CH:4][CH:3]=1.C([Li])CCC.[CH2:35]([O:42][C@@H:43]1[C@@H:49]([O:50][CH2:51][C:52]2[CH:57]=[CH:56][CH:55]=[CH:54][CH:53]=2)[C@H:48]([O:58][CH2:59][C:60]2[CH:65]=[CH:64][CH:63]=[CH:62][CH:61]=2)[C@@H:47]([CH2:66][O:67][CH2:68][C:69]2[CH:74]=[CH:73][CH:72]=[CH:71][CH:70]=2)[O:46][C:44]1=[O:45])[C:36]1[CH:41]=[CH:40][CH:39]=[CH:38][CH:37]=1.[Cl-].[NH4+].